From a dataset of Full USPTO retrosynthesis dataset with 1.9M reactions from patents (1976-2016). Predict the reactants needed to synthesize the given product. (1) The reactants are: [Cl:1][C:2]1[CH:7]=[CH:6][C:5]([C:8]2[CH:9]=[C:10]3[C@H:29]([NH:30]C(=O)OC(C)(C)C)[CH2:28][C:27]([CH3:39])([CH3:38])[O:26][C:11]3=[N:12][C:13]=2[C:14]2[CH:19]=[CH:18][C:17]([C:20]3[CH:21]=[N:22][NH:23][CH:24]=3)=[CH:16][C:15]=2[Cl:25])=[CH:4][CH:3]=1. Given the product [Cl:1][C:2]1[CH:7]=[CH:6][C:5]([C:8]2[CH:9]=[C:10]3[C@H:29]([NH2:30])[CH2:28][C:27]([CH3:39])([CH3:38])[O:26][C:11]3=[N:12][C:13]=2[C:14]2[CH:19]=[CH:18][C:17]([C:20]3[CH:21]=[N:22][NH:23][CH:24]=3)=[CH:16][C:15]=2[Cl:25])=[CH:4][CH:3]=1, predict the reactants needed to synthesize it. (2) Given the product [Cl:15][C:16]1[CH:24]=[C:23]([S:25][CH3:26])[C:19]([C:20]([NH:28][CH:29]([C:36]2[CH:37]=[CH:38][CH:39]=[CH:40][CH:41]=2)[C:30]([N:33]([CH3:34])[CH3:35])([CH3:32])[CH3:31])=[O:22])=[C:18]([CH3:27])[CH:17]=1, predict the reactants needed to synthesize it. The reactants are: C(Cl)CCl.C1C=NC2N(O)N=NC=2C=1.[Cl:15][C:16]1[CH:24]=[C:23]([S:25][CH3:26])[C:19]([C:20]([OH:22])=O)=[C:18]([CH3:27])[CH:17]=1.[NH2:28][CH:29]([C:36]1[CH:41]=[CH:40][CH:39]=[CH:38][CH:37]=1)[C:30]([N:33]([CH3:35])[CH3:34])([CH3:32])[CH3:31].[N-]=C=O.